This data is from Reaction yield outcomes from USPTO patents with 853,638 reactions. The task is: Predict the reaction yield, written as a fraction of the theoretical maximum amount of product (1.0 means a 100% yield; for example, 0.34 means a 34% yield). (1) The reactants are C(OC(=O)[NH:7][C:8]([C:10]1[S:11][C:12]([S:25][CH3:26])=[C:13]([S:15]([C:18]2[CH:23]=[CH:22][CH:21]=[C:20](Br)[CH:19]=2)(=[O:17])=[O:16])[CH:14]=1)=[NH:9])(C)(C)C.C([O:32][C:33](=[O:53])[CH2:34][O:35][CH2:36][C:37]1[CH:42]=[CH:41][C:40](C)=[C:39](B2OC(C)(C)C(C)(C)O2)[CH:38]=1)(C)(C)C.[C:54]([O-])([O-])=O.[Na+].[Na+].[C:60]([OH:66])([C:62]([F:65])([F:64])[F:63])=[O:61].C(Cl)Cl. The catalyst is C1C=CC([P]([Pd]([P](C2C=CC=CC=2)(C2C=CC=CC=2)C2C=CC=CC=2)([P](C2C=CC=CC=2)(C2C=CC=CC=2)C2C=CC=CC=2)[P](C2C=CC=CC=2)(C2C=CC=CC=2)C2C=CC=CC=2)(C2C=CC=CC=2)C2C=CC=CC=2)=CC=1.C1(C)C=CC=CC=1.C(O)C. The product is [F:63][C:62]([F:65])([F:64])[C:60]([OH:66])=[O:61].[C:8]([C:10]1[S:11][C:12]([S:25][CH3:26])=[C:13]([S:15]([C:18]2[CH:19]=[C:20]([C:38]3[C:39]([CH3:54])=[CH:40][CH:41]=[CH:42][C:37]=3[CH2:36][O:35][CH2:34][C:33]([OH:32])=[O:53])[CH:21]=[CH:22][CH:23]=2)(=[O:17])=[O:16])[CH:14]=1)(=[NH:9])[NH2:7]. The yield is 0.380. (2) The reactants are Cl[C:2]1[N:7]=[C:6]([NH:8][C:9]([CH:11]2[CH2:13][CH2:12]2)=[O:10])[CH:5]=[N:4][C:3]=1[C:14]1[CH:19]=[CH:18][N+:17]([O-:20])=[CH:16][C:15]=1[F:21].[N:22]1[CH:27]=[CH:26][CH:25]=[C:24](B(O)O)[CH:23]=1.C([O-])([O-])=O.[Cs+].[Cs+].O1CCOCC1. The catalyst is O. The product is [F:21][C:15]1[CH:16]=[N+:17]([O-:20])[CH:18]=[CH:19][C:14]=1[C:3]1[N:4]=[CH:5][C:6]([NH:8][C:9]([CH:11]2[CH2:13][CH2:12]2)=[O:10])=[N:7][C:2]=1[C:24]1[CH:23]=[N:22][CH:27]=[CH:26][CH:25]=1. The yield is 0.560.